This data is from Peptide-MHC class II binding affinity with 134,281 pairs from IEDB. The task is: Regression. Given a peptide amino acid sequence and an MHC pseudo amino acid sequence, predict their binding affinity value. This is MHC class II binding data. (1) The peptide sequence is LRLSSLMPCQAPRKS. The MHC is HLA-DQA10501-DQB10302 with pseudo-sequence HLA-DQA10501-DQB10302. The binding affinity (normalized) is 0.428. (2) The peptide sequence is SQDLELSWPLNGLQAY. The MHC is DRB1_1302 with pseudo-sequence DRB1_1302. The binding affinity (normalized) is 0.285. (3) The peptide sequence is ALKESWGAIWRIDTP. The MHC is HLA-DQA10301-DQB10302 with pseudo-sequence HLA-DQA10301-DQB10302. The binding affinity (normalized) is 0.147. (4) The peptide sequence is DKISDVSTIVPYIGP. The MHC is HLA-DQA10401-DQB10402 with pseudo-sequence HLA-DQA10401-DQB10402. The binding affinity (normalized) is 0.403. (5) The binding affinity (normalized) is 0.163. The MHC is HLA-DQA10101-DQB10501 with pseudo-sequence HLA-DQA10101-DQB10501. The peptide sequence is DIDLGRNEVVNDVST. (6) The peptide sequence is GRSYAADAGYAPATP. The MHC is DRB1_1302 with pseudo-sequence DRB1_1302. The binding affinity (normalized) is 0. (7) The peptide sequence is QENWNTSIKTLKFDA. The MHC is DRB1_0405 with pseudo-sequence DRB1_0405. The binding affinity (normalized) is 0.272. (8) The peptide sequence is IPTFLQEALNIALVA. The MHC is DRB1_0101 with pseudo-sequence DRB1_0101. The binding affinity (normalized) is 1.00. (9) The peptide sequence is GDEQKLRSAGELELQFRRVK. The MHC is HLA-DPA10103-DPB10301 with pseudo-sequence HLA-DPA10103-DPB10301. The binding affinity (normalized) is 0.125. (10) The peptide sequence is EKKYFAATQFEPLPA. The MHC is HLA-DQA10101-DQB10501 with pseudo-sequence HLA-DQA10101-DQB10501. The binding affinity (normalized) is 0.487.